This data is from Blood-brain barrier permeability classification from the B3DB database. The task is: Regression/Classification. Given a drug SMILES string, predict its absorption, distribution, metabolism, or excretion properties. Task type varies by dataset: regression for continuous measurements (e.g., permeability, clearance, half-life) or binary classification for categorical outcomes (e.g., BBB penetration, CYP inhibition). Dataset: b3db_classification. (1) The molecule is O. The result is 1 (penetrates BBB). (2) The molecule is O=c1cc(NC2CCN(Cc3ccc4c(c3)CCO4)CC2)c2cc(Cl)ccc2o1. The result is 1 (penetrates BBB).